Binary Classification. Given a T-cell receptor sequence (or CDR3 region) and an epitope sequence, predict whether binding occurs between them. From a dataset of TCR-epitope binding with 47,182 pairs between 192 epitopes and 23,139 TCRs. (1) The epitope is AIMTRCLAV. The TCR CDR3 sequence is CASSSTDSSYNEQFF. Result: 0 (the TCR does not bind to the epitope). (2) Result: 0 (the TCR does not bind to the epitope). The epitope is FLYNLLTRV. The TCR CDR3 sequence is CASSPGTGTYGYTF. (3) Result: 1 (the TCR binds to the epitope). The TCR CDR3 sequence is CASSPGTGGWFIFSGANVLTF. The epitope is RLRAEAQVK. (4) The epitope is ATDALMTGY. The TCR CDR3 sequence is CASRHQLAQSSYNEQFF. Result: 1 (the TCR binds to the epitope). (5) The epitope is KLGGALQAK. The TCR CDR3 sequence is CASSLGEISPDTQYF. Result: 0 (the TCR does not bind to the epitope). (6) The epitope is NQKLIANQF. The TCR CDR3 sequence is CASSYRQGTTEQYF. Result: 0 (the TCR does not bind to the epitope). (7) The epitope is FPPTSFGPL. The TCR CDR3 sequence is CASSLAVSAQRTGELFF. Result: 0 (the TCR does not bind to the epitope).